From a dataset of Full USPTO retrosynthesis dataset with 1.9M reactions from patents (1976-2016). Predict the reactants needed to synthesize the given product. (1) The reactants are: [CH3:1][C:2]1[CH:3]=[C:4]([CH:6]=[C:7]([C:9]2[S:13][CH:12]=[N:11][CH:10]=2)[CH:8]=1)[NH2:5].Cl[C:15]1[N:20]=[C:19]([C:21]2[N:22]=[N:23][N:24]([CH2:26][C:27]3[CH:32]=[CH:31][C:30]([O:33][CH3:34])=[CH:29][CH:28]=3)[CH:25]=2)[CH:18]=[CH:17][N:16]=1.CC1(C)C2C(=C(P(C3C=CC=CC=3)C3C=CC=CC=3)C=CC=2)OC2C(P(C3C=CC=CC=3)C3C=CC=CC=3)=CC=CC1=2.C([O-])([O-])=O.[Cs+].[Cs+]. Given the product [CH3:34][O:33][C:30]1[CH:29]=[CH:28][C:27]([CH2:26][N:24]2[CH:25]=[C:21]([C:19]3[CH:18]=[CH:17][N:16]=[C:15]([NH:5][C:4]4[CH:6]=[C:7]([C:9]5[S:13][CH:12]=[N:11][CH:10]=5)[CH:8]=[C:2]([CH3:1])[CH:3]=4)[N:20]=3)[N:22]=[N:23]2)=[CH:32][CH:31]=1, predict the reactants needed to synthesize it. (2) Given the product [CH2:73]([O:80][C:81]1[CH:82]=[C:83]2[C:87](=[CH:88][C:89]=1[CH3:90])[NH:86][CH:85]=[C:84]2[CH2:91][C:92]([NH:47][C@H:48]([C:58]1[C:63]([C:64]2[CH:65]=[C:66]([CH:70]=[CH:71][CH:72]=2)[C:67]([NH2:69])=[O:68])=[CH:62][CH:61]=[CH:60][N:59]=1)[CH2:49][C:50]1[CH:51]=[C:52]([F:57])[CH:53]=[C:54]([F:56])[CH:55]=1)=[O:93])[C:74]1[CH:75]=[CH:76][CH:77]=[CH:78][CH:79]=1, predict the reactants needed to synthesize it. The reactants are: FC1C=C(C[C@@H](C2C(C3C=C(C=CC=3)C(N)=O)=CC=CN=2)NC(=O)CC2C3C(=CC=C(F)C=3)NC=2)C=C(F)C=1.FC(F)(F)C(O)=O.[NH2:47][C@H:48]([C:58]1[C:63]([C:64]2[CH:65]=[C:66]([CH:70]=[CH:71][CH:72]=2)[C:67]([NH2:69])=[O:68])=[CH:62][CH:61]=[CH:60][N:59]=1)[CH2:49][C:50]1[CH:55]=[C:54]([F:56])[CH:53]=[C:52]([F:57])[CH:51]=1.[CH2:73]([O:80][C:81]1[CH:82]=[C:83]2[C:87](=[CH:88][C:89]=1[CH3:90])[NH:86][CH:85]=[C:84]2[CH2:91][C:92](O)=[O:93])[C:74]1[CH:79]=[CH:78][CH:77]=[CH:76][CH:75]=1. (3) Given the product [Br:8][C:6]1[CH:7]=[C:2]2[C:3]([C:9]([C:11]3[CH:16]=[CH:15][CH:14]=[CH:13][CH:12]=3)=[CH:18][C:17]([NH2:19])=[N:1]2)=[CH:4][CH:5]=1, predict the reactants needed to synthesize it. The reactants are: [NH2:1][C:2]1[CH:7]=[C:6]([Br:8])[CH:5]=[CH:4][C:3]=1[C:9]([C:11]1[CH:16]=[CH:15][CH:14]=[CH:13][CH:12]=1)=O.[C:17](#[N:19])[CH3:18].[H-].[Na+].O. (4) Given the product [CH3:1][C:2]1[CH:3]=[C:4]2[C:8](=[CH:9][CH:10]=1)[NH:7][CH:6]=[C:5]2[C:11](=[O:15])[C:12]([O:21][CH3:20])=[O:13], predict the reactants needed to synthesize it. The reactants are: [CH3:1][C:2]1[CH:3]=[C:4]2[C:8](=[CH:9][CH:10]=1)[NH:7][CH:6]=[CH:5]2.[C:11](Cl)(=[O:15])[C:12](Cl)=[O:13].C(Cl)Cl.[CH3:20][O-:21].[Na+].CO. (5) Given the product [N:24]1([C:20]2[N:19]=[C:18]([C:14]3[CH:13]=[C:12]([NH:11][C:9]([NH:8][C:5]4[CH:6]=[CH:7][CH:2]=[C:3]([C:30]([F:39])([F:38])[F:29])[CH:4]=4)=[O:10])[CH:17]=[CH:16][CH:15]=3)[CH:23]=[CH:22][CH:21]=2)[CH2:28][CH2:27][CH2:26][CH2:25]1, predict the reactants needed to synthesize it. The reactants are: Cl[C:2]1[CH:7]=[CH:6][C:5]([NH:8][C:9]([NH:11][C:12]2[CH:17]=[CH:16][CH:15]=[C:14]([C:18]3[CH:23]=[CH:22][CH:21]=[C:20]([N:24]4[CH2:28][CH2:27][CH2:26][CH2:25]4)[N:19]=3)[CH:13]=2)=[O:10])=[CH:4][CH:3]=1.[F:29][C:30]([F:39])([F:38])C1C=C(C=CC=1)N.CCN(C(C)C)C(C)C. (6) Given the product [CH2:11]([C:12]1[CH:13]=[CH:14][NH:31][N:30]=1)[CH3:10].[CH2:8]1[O:16][C:15]2[C:10](=[C:11]([S:17]([NH:20][C:21]([O:22][C:33]([CH3:34])([CH3:37])[CH3:32])=[O:24])(=[O:18])=[O:19])[CH:12]=[CH:13][CH:14]=2)[O:9]1, predict the reactants needed to synthesize it. The reactants are: C([CH:8]1[O:16][C:15]2[C:10](=[C:11]([S:17]([NH2:20])(=[O:19])=[O:18])[CH:12]=[CH:13][CH:14]=2)[O:9]1)(OC(C)(C)C)=O.[C:21](=[O:24])([O-])[O-:22].[Cs+].[Cs+].ClCC[N:30]1[CH:34]=[CH:33][CH:32]=[N:31]1.[I-].[Na+].[CH3:37]C(C)=O. (7) Given the product [C:1]([O:5][C:6](=[O:31])[CH2:7][O:8][C:9]1[C:18]2[CH2:17][CH2:16][CH2:15][C@@H:14]([N:19]([S:20]([C:23]3[CH:28]=[CH:27][C:26]([F:29])=[C:25]([Cl:30])[CH:24]=3)(=[O:21])=[O:22])[CH3:34])[C:13]=2[CH:12]=[CH:11][CH:10]=1)([CH3:4])([CH3:2])[CH3:3], predict the reactants needed to synthesize it. The reactants are: [C:1]([O:5][C:6](=[O:31])[CH2:7][O:8][C:9]1[C:18]2[CH2:17][CH2:16][CH2:15][C@@H:14]([NH:19][S:20]([C:23]3[CH:28]=[CH:27][C:26]([F:29])=[C:25]([Cl:30])[CH:24]=3)(=[O:22])=[O:21])[C:13]=2[CH:12]=[CH:11][CH:10]=1)([CH3:4])([CH3:3])[CH3:2].CI.[C:34](=O)([O-])[O-].[K+].[K+].